Dataset: Forward reaction prediction with 1.9M reactions from USPTO patents (1976-2016). Task: Predict the product of the given reaction. (1) Given the reactants [F:1][C:2]1[CH:7]=[CH:6][C:5]([C:8]2[C:19](=[O:20])[N:18]([CH3:21])[C:11]3[N:12]=[C:13](SC)[N:14]=[CH:15][C:10]=3[CH:9]=2)=[CH:4][C:3]=1[NH:22][C:23]([NH:25][C:26]1[C:27]([CH3:32])=[N:28][CH:29]=[N:30][CH:31]=1)=[O:24].[CH3:33][NH2:34].C1COCC1, predict the reaction product. The product is: [F:1][C:2]1[CH:7]=[CH:6][C:5]([C:8]2[C:19](=[O:20])[N:18]([CH3:21])[C:11]3[N:12]=[C:13]([NH:34][CH3:33])[N:14]=[CH:15][C:10]=3[CH:9]=2)=[CH:4][C:3]=1[NH:22][C:23]([NH:25][C:26]1[C:27]([CH3:32])=[N:28][CH:29]=[N:30][CH:31]=1)=[O:24]. (2) Given the reactants C[O:2][C:3]([C:5]1[CH:9]=[C:8]([O:10][CH2:11][CH:12]2[CH2:14][CH2:13]2)[N:7]([C:15]2[CH:20]=[CH:19][CH:18]=[CH:17][C:16]=2[F:21])[N:6]=1)=[O:4].[OH-].[Na+], predict the reaction product. The product is: [CH:12]1([CH2:11][O:10][C:8]2[N:7]([C:15]3[CH:20]=[CH:19][CH:18]=[CH:17][C:16]=3[F:21])[N:6]=[C:5]([C:3]([OH:4])=[O:2])[CH:9]=2)[CH2:13][CH2:14]1.